Task: Predict the reactants needed to synthesize the given product.. Dataset: Full USPTO retrosynthesis dataset with 1.9M reactions from patents (1976-2016) (1) Given the product [C:1]([C:5]1[N:10]=[CH:9][C:8]([C:11]2[N:12]([C:32]([N:34]3[CH2:35][CH2:36][CH:37]([CH2:40][C:41]([N:49]([CH2:50][CH3:51])[CH2:47][CH3:48])=[O:43])[CH2:38][CH2:39]3)=[O:33])[C@@:13]([C:25]3[CH:30]=[CH:29][C:28]([Cl:31])=[CH:27][CH:26]=3)([CH3:24])[C@@:14]([C:17]3[CH:18]=[CH:19][C:20]([Cl:23])=[CH:21][CH:22]=3)([CH3:16])[N:15]=2)=[C:7]([O:44][CH2:45][CH3:46])[CH:6]=1)([CH3:2])([CH3:3])[CH3:4], predict the reactants needed to synthesize it. The reactants are: [C:1]([C:5]1[N:10]=[CH:9][C:8]([C:11]2[N:12]([C:32]([N:34]3[CH2:39][CH2:38][CH:37]([CH2:40][C:41]([OH:43])=O)[CH2:36][CH2:35]3)=[O:33])[C@@:13]([C:25]3[CH:30]=[CH:29][C:28]([Cl:31])=[CH:27][CH:26]=3)([CH3:24])[C@@:14]([C:17]3[CH:22]=[CH:21][C:20]([Cl:23])=[CH:19][CH:18]=3)([CH3:16])[N:15]=2)=[C:7]([O:44][CH2:45][CH3:46])[CH:6]=1)([CH3:4])([CH3:3])[CH3:2].[CH2:47]([NH:49][CH2:50][CH3:51])[CH3:48]. (2) Given the product [NH:8]1[C:4]2=[N:5][CH:6]=[N:7][C:2]([C:19]3[CH:20]=[C:21]([C:25]4([C:28]#[N:29])[CH2:26][CH2:27]4)[CH:22]=[CH:23][CH:24]=3)=[C:3]2[CH:10]=[N:9]1, predict the reactants needed to synthesize it. The reactants are: Cl[C:2]1[N:7]=[CH:6][N:5]=[C:4]2[NH:8][N:9]=[CH:10][C:3]=12.CC1(C)C(C)(C)OB([C:19]2[CH:20]=[C:21]([C:25]3([C:28]#[N:29])[CH2:27][CH2:26]3)[CH:22]=[CH:23][CH:24]=2)O1.C(=O)([O-])[O-].[Na+].[Na+]. (3) Given the product [NH4+:8].[OH-:5].[C:36]([C:34]1[CH:35]=[C:31]([NH:30][C:29]([N:25]2[C:26]3[C:22](=[CH:21][C:20]([O:19][C:14]4[C:15]5[CH2:16][CH:17]([CH3:18])[NH:8][CH2:9][C:10]=5[N:11]=[CH:12][N:13]=4)=[CH:28][CH:27]=3)[CH:23]=[CH:24]2)=[O:40])[NH:32][N:33]=1)([CH3:39])([CH3:37])[CH3:38], predict the reactants needed to synthesize it. The reactants are: C([O:5]C([N:8]1[CH:17]([CH3:18])[CH2:16][C:15]2[C:14]([O:19][C:20]3[CH:21]=[C:22]4[C:26](=[CH:27][CH:28]=3)[N:25]([C:29](=[O:40])[NH:30][C:31]3[NH:32][N:33]=[C:34]([C:36]([CH3:39])([CH3:38])[CH3:37])[CH:35]=3)[CH:24]=[CH:23]4)=[N:13][CH:12]=[N:11][C:10]=2[CH2:9]1)=O)(C)(C)C.C(O)(C(F)(F)F)=O. (4) Given the product [Na+:55].[CH3:48][O:47][CH2:46][CH2:45][CH2:44][O:43][C:40]1[CH:39]=[CH:38][N:37]=[C:36]([CH2:35][S:33]([C:25]2[N:24]([S:21]([C:16]3[CH:15]=[C:14]([CH:19]=[CH:18][C:17]=3[CH3:20])[C:13]([O-:49])=[O:12])(=[O:23])=[O:22])[C:28]3[CH:29]=[CH:30][CH:31]=[CH:32][C:27]=3[N:26]=2)=[O:34])[C:41]=1[CH3:42], predict the reactants needed to synthesize it. The reactants are: C1(C)C=CC(S(CC[O:12][C:13](=[O:49])[C:14]2[CH:19]=[CH:18][C:17]([CH3:20])=[C:16]([S:21]([N:24]3[C:28]4[CH:29]=[CH:30][CH:31]=[CH:32][C:27]=4[N:26]=[C:25]3[S:33]([CH2:35][C:36]3[C:41]([CH3:42])=[C:40]([O:43][CH2:44][CH2:45][CH2:46][O:47][CH3:48])[CH:39]=[CH:38][N:37]=3)=[O:34])(=[O:23])=[O:22])[CH:15]=2)(=O)=O)=CC=1.C([O-])(O)=O.[Na+:55]. (5) Given the product [NH2:20][C:21]1[C:26]([C:27](=[O:30])[CH2:28][CH3:29])=[CH:25][CH:24]=[C:23]([NH:31][CH:32]2[CH2:37][CH2:36][CH2:35][N:34]([C:2]3[C:7]4=[N:8][N:9]=[CH:10][N:6]4[N:5]=[C:4]([C:11]4[CH:16]=[CH:15][C:14]([Cl:17])=[CH:13][C:12]=4[Cl:18])[N:3]=3)[CH2:33]2)[N:22]=1, predict the reactants needed to synthesize it. The reactants are: Cl[C:2]1[C:7]2=[N:8][N:9]=[CH:10][N:6]2[N:5]=[C:4]([C:11]2[CH:16]=[CH:15][C:14]([Cl:17])=[CH:13][C:12]=2[Cl:18])[N:3]=1.Cl.[NH2:20][C:21]1[C:26]([C:27](=[O:30])[CH2:28][CH3:29])=[CH:25][CH:24]=[C:23]([NH:31][CH:32]2[CH2:37][CH2:36][CH2:35][NH:34][CH2:33]2)[N:22]=1.C(N(CC)C(C)C)(C)C.